This data is from Reaction yield outcomes from USPTO patents with 853,638 reactions. The task is: Predict the reaction yield, written as a fraction of the theoretical maximum amount of product (1.0 means a 100% yield; for example, 0.34 means a 34% yield). (1) The reactants are [CH:1]([N:4]1[C:8]2[CH:9]=[C:10]([NH2:13])[CH:11]=[CH:12][C:7]=2[N:6]=[CH:5]1)([CH3:3])[CH3:2].[Br:14]Br.N.CO.C(Cl)Cl. The catalyst is CC(O)=O. The product is [CH:1]([N:4]1[C:8]2[C:9]([Br:14])=[C:10]([NH2:13])[CH:11]=[CH:12][C:7]=2[N:6]=[CH:5]1)([CH3:3])[CH3:2]. The yield is 0.470. (2) The reactants are [CH3:1][N:2]1[CH2:6][CH2:5][CH2:4][C@H:3]1[C:7]1[N:11]2[CH:12]=[C:13]([O:16][C@H:17]3[C:26]4[C:21](=[CH:22][CH:23]=[CH:24][CH:25]=4)[C@@H:20]([NH2:27])[CH2:19][CH2:18]3)[CH:14]=[CH:15][C:10]2=[N:9][N:8]=1.[CH2:28]([O:30][C:31](=[O:56])[C:32]1[CH:37]=[CH:36][CH:35]=[C:34]([N:38]2[C:42]([NH:43][C:44](OCC(Cl)(Cl)Cl)=[O:45])=[CH:41][C:40]([C:52]([CH3:55])([CH3:54])[CH3:53])=[N:39]2)[CH:33]=1)[CH3:29].CCN(C(C)C)C(C)C. The catalyst is O1CCOCC1. The product is [CH2:28]([O:30][C:31](=[O:56])[C:32]1[CH:37]=[CH:36][CH:35]=[C:34]([N:38]2[C:42]([NH:43][C:44]([NH:27][C@@H:20]3[C:21]4[C:26](=[CH:25][CH:24]=[CH:23][CH:22]=4)[C@H:17]([O:16][C:13]4[CH:14]=[CH:15][C:10]5[N:11]([C:7]([C@@H:3]6[CH2:4][CH2:5][CH2:6][N:2]6[CH3:1])=[N:8][N:9]=5)[CH:12]=4)[CH2:18][CH2:19]3)=[O:45])=[CH:41][C:40]([C:52]([CH3:55])([CH3:54])[CH3:53])=[N:39]2)[CH:33]=1)[CH3:29]. The yield is 0.960. (3) The reactants are [NH2:1][C:2]1[C:11]2[C:6](=[C:7](Br)[CH:8]=[CH:9][CH:10]=2)[N:5]=[N:4][C:3]=1[C:13]([NH:15][CH2:16][CH2:17][CH3:18])=[O:14].[F:19][C:20]1[CH:21]=[CH:22][C:23]([O:29][CH3:30])=[C:24](B(O)O)[CH:25]=1. No catalyst specified. The product is [NH2:1][C:2]1[C:11]2[C:6](=[C:7]([C:22]3[CH:21]=[C:20]([F:19])[CH:25]=[CH:24][C:23]=3[O:29][CH3:30])[CH:8]=[CH:9][CH:10]=2)[N:5]=[N:4][C:3]=1[C:13]([NH:15][CH2:16][CH2:17][CH3:18])=[O:14]. The yield is 0.810. (4) The reactants are [O:1]=[C:2]1[C:10]2([C:22]3[C:13](=[CH:14][C:15]4[O:20][CH2:19][CH2:18][O:17][C:16]=4[CH:21]=3)[O:12][CH2:11]2)[C:9]2[C:4](=[CH:5][CH:6]=[CH:7][CH:8]=2)[N:3]1[CH2:23][C:24]1[CH:25]=[C:26]([CH:30]=[CH:31][CH:32]=1)[C:27](O)=[O:28].C(Cl)(=O)C(Cl)=O.[NH3:39]. The catalyst is C(Cl)(Cl)Cl.CN(C)C=O. The product is [O:1]=[C:2]1[C:10]2([C:22]3[C:13](=[CH:14][C:15]4[O:20][CH2:19][CH2:18][O:17][C:16]=4[CH:21]=3)[O:12][CH2:11]2)[C:9]2[C:4](=[CH:5][CH:6]=[CH:7][CH:8]=2)[N:3]1[CH2:23][C:24]1[CH:25]=[C:26]([CH:30]=[CH:31][CH:32]=1)[C:27]([NH2:39])=[O:28]. The yield is 0.990.